This data is from Catalyst prediction with 721,799 reactions and 888 catalyst types from USPTO. The task is: Predict which catalyst facilitates the given reaction. (1) Reactant: [C:1]([CH:4]1[S:9][CH2:8][CH2:7][N:6]([C:10]([O:12][C:13]([CH3:16])([CH3:15])[CH3:14])=[O:11])[CH2:5]1)(=O)[NH2:2].B. Product: [NH2:2][CH2:1][CH:4]1[S:9][CH2:8][CH2:7][N:6]([C:10]([O:12][C:13]([CH3:16])([CH3:15])[CH3:14])=[O:11])[CH2:5]1. The catalyst class is: 1. (2) Reactant: C1(C2C=CC=CC=2)C=CC(C(O)=O)=CC=1.COC1C=C([NH-])C=CC=1OCCN1CCCC1.ON.[OH:35][CH2:36][CH2:37][N:38]1[CH2:42][CH2:41][CH2:40][CH2:39]1.[H-].[Na+].Cl[C:46]1[CH:51]=[CH:50][C:49]([N+:52]([O-:54])=[O:53])=[CH:48][C:47]=1[O:55][CH3:56]. Product: [CH3:56][O:55][C:47]1[CH:48]=[C:49]([N+:52]([O-:54])=[O:53])[CH:50]=[CH:51][C:46]=1[O:35][CH2:36][CH2:37][N:38]1[CH2:42][CH2:41][CH2:40][CH2:39]1. The catalyst class is: 9. (3) Product: [CH:43]1([NH:44][C:27]([C:3]2[S:4][C:5](/[CH:7]=[CH:8]/[C:9](=[O:26])[NH:10][CH:11]([C:16]3[CH:21]=[CH:20][CH:19]=[C:18]([C:22]([F:24])([F:23])[F:25])[CH:17]=3)[C:12]([F:13])([F:14])[F:15])=[CH:6][C:2]=2[CH3:1])=[O:29])[CH2:41][CH2:42]1. The catalyst class is: 20. Reactant: [CH3:1][C:2]1[CH:6]=[C:5](/[CH:7]=[CH:8]/[C:9](=[O:26])[NH:10][CH:11]([C:16]2[CH:21]=[CH:20][CH:19]=[C:18]([C:22]([F:25])([F:24])[F:23])[CH:17]=2)[C:12]([F:15])([F:14])[F:13])[S:4][C:3]=1[C:27]([OH:29])=O.CN(C(ON1N=NC2[CH:41]=[CH:42][CH:43]=[N:44]C1=2)=[N+](C)C)C.F[P-](F)(F)(F)(F)F.C1(N)CC1.C(N(CC)CC)C. (4) Reactant: Cl[C:2]1[CH:11]=[N:10][C:9]2[C:4](=[CH:5][CH:6]=[CH:7][CH:8]=2)[N:3]=1.[NH3:12]. Product: [N:3]1[C:4]2[C:9](=[CH:8][CH:7]=[CH:6][CH:5]=2)[N:10]=[CH:11][C:2]=1[NH2:12]. The catalyst class is: 5. (5) Reactant: O[C:2]1([C:12]2[CH:13]=[C:14]([CH:20]=[CH:21][CH:22]=2)[C:15]([O:17][CH2:18][CH3:19])=[O:16])[CH2:11][CH2:10][C:5]2(OCC[O:6]2)[CH2:4][CH2:3]1. Product: [O:6]=[C:5]1[CH2:10][CH2:11][C:2]([C:12]2[CH:13]=[C:14]([CH:20]=[CH:21][CH:22]=2)[C:15]([O:17][CH2:18][CH3:19])=[O:16])=[CH:3][CH2:4]1. The catalyst class is: 67. (6) Reactant: [C:1]([O:5][C:6]([N:8]1[CH2:26][CH2:25][N:11]2[C:12](=[O:24])[C:13]3[C:18]([C@@H:10]2[CH2:9]1)=[CH:17][C:16](Br)=[CH:15][C:14]=3[C:20]([F:23])([F:22])[F:21])=[O:7])([CH3:4])([CH3:3])[CH3:2].[C:27](=O)([O-])[O-].[K+].[K+].[CH2:33]1[CH2:37]O[CH2:35][CH2:34]1. Product: [C:1]([O:5][C:6]([N:8]1[CH2:26][CH2:25][N:11]2[C:12](=[O:24])[C:13]3[C:18]([C@@H:10]2[CH2:9]1)=[CH:17][C:16]([CH:33]([CH2:37][CH3:27])[CH2:34][CH3:35])=[CH:15][C:14]=3[C:20]([F:23])([F:22])[F:21])=[O:7])([CH3:4])([CH3:3])[CH3:2]. The catalyst class is: 3. (7) Reactant: [Cl:1][C:2]1[N:7]=[CH:6][C:5]([OH:8])=[CH:4][N:3]=1.N1C=CN=C1.[Si:14](Cl)([C:17]([CH3:20])([CH3:19])[CH3:18])([CH3:16])[CH3:15].O. Product: [Si:14]([O:8][C:5]1[CH:4]=[N:3][C:2]([Cl:1])=[N:7][CH:6]=1)([C:17]([CH3:20])([CH3:19])[CH3:18])([CH3:16])[CH3:15]. The catalyst class is: 9.